This data is from CYP2D6 inhibition data for predicting drug metabolism from PubChem BioAssay. The task is: Regression/Classification. Given a drug SMILES string, predict its absorption, distribution, metabolism, or excretion properties. Task type varies by dataset: regression for continuous measurements (e.g., permeability, clearance, half-life) or binary classification for categorical outcomes (e.g., BBB penetration, CYP inhibition). Dataset: cyp2d6_veith. (1) The compound is Cn1nc(C(F)(F)F)c(/C=N/OCc2c(Cl)cccc2Cl)c1Cl. The result is 0 (non-inhibitor). (2) The compound is COc1cccc2c1[C@H](CO)N1[C@H](C#N)[C@@H]3C[C@H](C(=O)O)[C@@H]([C@@H]1C2)N3C. The result is 0 (non-inhibitor). (3) The drug is COCCn1c(=O)c(-c2cccs2)nc2cnc(N3CCNCC3)nc21. The result is 0 (non-inhibitor). (4) The molecule is CN(C)c1ncc2nc(-c3cccc(C#N)c3)c(=O)n(C)c2n1. The result is 0 (non-inhibitor). (5) The molecule is O=C(O)CCCc1ccc2ccccc2c1. The result is 0 (non-inhibitor). (6) The compound is COc1ccc(CNc2ncncc2-c2c(C)noc2C)c(OC)c1. The result is 0 (non-inhibitor).